This data is from Forward reaction prediction with 1.9M reactions from USPTO patents (1976-2016). The task is: Predict the product of the given reaction. (1) Given the reactants [N:1]1([C:10]2[CH:17]=[CH:16][C:13]([C:14]#[N:15])=[CH:12][CH:11]=2)[C:5]2=[N:6][CH:7]=[CH:8][CH:9]=[C:4]2[CH:3]=[CH:2]1.[NH2:18][C:19]1[CH:24]=[CH:23][N:22]=[C:21]([CH3:25])[CH:20]=1, predict the reaction product. The product is: [CH3:25][C:21]1[CH:20]=[C:19]([N:18]=[C:14]([NH2:15])[C:13]2[CH:12]=[CH:11][C:10]([N:1]3[C:5]4=[N:6][CH:7]=[CH:8][CH:9]=[C:4]4[CH:3]=[CH:2]3)=[CH:17][CH:16]=2)[CH:24]=[CH:23][N:22]=1. (2) Given the reactants [C:1]([CH2:3][C@@H:4]([NH:9][C:10]([C:12]1[CH:31]=[CH:30][C:15]2[N:16]([CH:25]([CH2:28][CH3:29])[CH2:26][CH3:27])[C:17]([CH2:19][C:20]3[S:21][CH:22]=[CH:23][CH:24]=3)=[N:18][C:14]=2[CH:13]=1)=[O:11])[CH2:5][CH:6]([CH3:8])[CH3:7])#[N:2].[F:32][C:33]([F:39])([F:38])[C:34]([NH:36][NH2:37])=O.C(=O)([O-])[O-].[K+].[K+], predict the reaction product. The product is: [CH3:8][CH:6]([CH3:7])[CH2:5][C@H:4]([NH:9][C:10]([C:12]1[CH:31]=[CH:30][C:15]2[N:16]([CH:25]([CH2:28][CH3:29])[CH2:26][CH3:27])[C:17]([CH2:19][C:20]3[S:21][CH:22]=[CH:23][CH:24]=3)=[N:18][C:14]=2[CH:13]=1)=[O:11])[CH2:3][C:1]1[N:2]=[C:34]([C:33]([F:39])([F:38])[F:32])[NH:36][N:37]=1. (3) Given the reactants [CH:1]([Mg]Br)([CH3:3])[CH3:2].[CH2:6]([O:8][C:9]([N:11]1[CH2:16][CH2:15][N:14]([C:17](=[O:44])[C@@H:18]([NH:28][C:29]([C:31]2[CH:36]=[C:35](Cl)[N:34]=[C:33]([C:38]3[CH:43]=[CH:42][CH:41]=[CH:40][CH:39]=3)[N:32]=2)=[O:30])[CH2:19][CH2:20][C:21]([O:23][C:24]([CH3:27])([CH3:26])[CH3:25])=[O:22])[CH2:13][CH2:12]1)=[O:10])[CH3:7], predict the reaction product. The product is: [CH2:6]([O:8][C:9]([N:11]1[CH2:16][CH2:15][N:14]([C:17](=[O:44])[C@@H:18]([NH:28][C:29]([C:31]2[CH:36]=[C:35]([CH:1]([CH3:3])[CH3:2])[N:34]=[C:33]([C:38]3[CH:43]=[CH:42][CH:41]=[CH:40][CH:39]=3)[N:32]=2)=[O:30])[CH2:19][CH2:20][C:21]([O:23][C:24]([CH3:27])([CH3:26])[CH3:25])=[O:22])[CH2:13][CH2:12]1)=[O:10])[CH3:7]. (4) Given the reactants [C:1]1([C@H:7]([NH:12][C:13](=[O:20])[C:14]2[CH:19]=[CH:18][CH:17]=[CH:16][CH:15]=2)[C@H:8]([OH:11])[CH:9]=[CH2:10])[CH:6]=[CH:5][CH:4]=[CH:3][CH:2]=1.CO[C:23]([CH3:25])=[CH2:24].C1(C)C=CC(S([O-])(=O)=O)=CC=1.[NH+]1C=CC=CC=1, predict the reaction product. The product is: [CH:9]([C@H:8]1[O:11][C:23]([CH3:25])([CH3:24])[N:12]([C:13](=[O:20])[C:14]2[CH:15]=[CH:16][CH:17]=[CH:18][CH:19]=2)[C@H:7]1[C:1]1[CH:2]=[CH:3][CH:4]=[CH:5][CH:6]=1)=[CH2:10]. (5) Given the reactants F[B-](F)(F)F.[CH3:6][O:7][C:8]1[C:13]2[O:14][CH2:15][CH2:16][O:17][C:12]=2[CH:11]=[C:10]([CH:18]([NH:22][C:23]2[CH:28]=[CH:27][C:26]([C:29]3[N:33]=[C:32]([CH3:34])[O:31][N:30]=3)=[CH:25][CH:24]=2)[C:19]([NH2:21])=[S:20])[CH:9]=1.[C:35](=O)([O-])O.[Na+].C(OCC)(=O)C, predict the reaction product. The product is: [CH3:35][S:20][C:19](=[NH:21])[CH:18]([C:10]1[CH:9]=[C:8]([O:7][CH3:6])[C:13]2[O:14][CH2:15][CH2:16][O:17][C:12]=2[CH:11]=1)[NH:22][C:23]1[CH:24]=[CH:25][C:26]([C:29]2[N:33]=[C:32]([CH3:34])[O:31][N:30]=2)=[CH:27][CH:28]=1. (6) Given the reactants O.[OH-].[Li+].[C:4]([C:6]1[CH:7]=[C:8](/[C:12](/[CH3:19])=[CH:13]/[C:14]([O:16]CC)=[O:15])[CH:9]=[CH:10][CH:11]=1)#[N:5].CO, predict the reaction product. The product is: [C:4]([C:6]1[CH:7]=[C:8](/[C:12](/[CH3:19])=[CH:13]/[C:14]([OH:16])=[O:15])[CH:9]=[CH:10][CH:11]=1)#[N:5].